From a dataset of Full USPTO retrosynthesis dataset with 1.9M reactions from patents (1976-2016). Predict the reactants needed to synthesize the given product. Given the product [CH2:1]([C@H:8]1[N:13]([C:14]([C:16]2[N:17]=[CH:18][N:19]([C@H:27]3[CH2:32][CH2:31][CH2:30][CH2:29][C@H:28]3[OH:33])[C:20]=2[C:21]2[CH:26]=[CH:25][CH:24]=[CH:23][CH:22]=2)=[O:15])[CH2:12][CH2:11][N:10]([C:45]([O:47][C:48]([CH3:51])([CH3:50])[CH3:49])=[O:46])[CH2:9]1)[C:2]1[CH:3]=[CH:4][CH:5]=[CH:6][CH:7]=1, predict the reactants needed to synthesize it. The reactants are: [CH2:1]([C@H:8]1[N:13]([C:14]([C:16]2[N:17]=[CH:18][N:19]([C@H:27]3[CH2:32][CH2:31][CH2:30][CH2:29][C@H:28]3[O:33]C(=O)C3C=CC([N+]([O-])=O)=CC=3)[C:20]=2[C:21]2[CH:26]=[CH:25][CH:24]=[CH:23][CH:22]=2)=[O:15])[CH2:12][CH2:11][N:10]([C:45]([O:47][C:48]([CH3:51])([CH3:50])[CH3:49])=[O:46])[CH2:9]1)[C:2]1[CH:7]=[CH:6][CH:5]=[CH:4][CH:3]=1.[OH-].[Na+].